The task is: Predict the reaction yield, written as a fraction of the theoretical maximum amount of product (1.0 means a 100% yield; for example, 0.34 means a 34% yield).. This data is from Reaction yield outcomes from USPTO patents with 853,638 reactions. The reactants are [CH3:1][C:2]1[CH:6]=[C:5]([CH3:7])[N:4]([C:8]2[CH:9]=[C:10]([CH:25]=[CH:26][CH:27]=2)[O:11][C:12]2[CH:24]=[CH:23][C:22]3[C:21]4[C:16](=[CH:17][CH:18]=[CH:19][CH:20]=4)[NH:15][C:14]=3[CH:13]=2)[N:3]=1.Br[C:29]1[CH:34]=[CH:33][CH:32]=[C:31]([CH3:35])[N:30]=1. No catalyst specified. The product is [CH3:1][C:2]1[CH:6]=[C:5]([CH3:7])[N:4]([C:8]2[CH:9]=[C:10]([CH:25]=[CH:26][CH:27]=2)[O:11][C:12]2[CH:24]=[CH:23][C:22]3[C:21]4[C:16](=[CH:17][CH:18]=[CH:19][CH:20]=4)[N:15]([C:29]4[CH:34]=[CH:33][CH:32]=[C:31]([CH3:35])[N:30]=4)[C:14]=3[CH:13]=2)[N:3]=1. The yield is 0.880.